This data is from Forward reaction prediction with 1.9M reactions from USPTO patents (1976-2016). The task is: Predict the product of the given reaction. (1) Given the reactants [OH:1][CH2:2][C@H:3]1[C@@H:8]([CH3:9])[CH2:7][CH2:6][CH2:5][N:4]1[C:10]([C:12]1[N:13]=[C:14]([CH3:24])[S:15][C:16]=1[C:17]1[CH:22]=[CH:21][C:20]([F:23])=[CH:19][CH:18]=1)=[O:11].CC(OI1(OC(C)=O)(OC(C)=O)OC(=O)C2C=CC=CC1=2)=O, predict the reaction product. The product is: [F:23][C:20]1[CH:21]=[CH:22][C:17]([C:16]2[S:15][C:14]([CH3:24])=[N:13][C:12]=2[C:10]([N:4]2[CH2:5][CH2:6][CH2:7][C@H:8]([CH3:9])[C@@H:3]2[CH:2]=[O:1])=[O:11])=[CH:18][CH:19]=1. (2) Given the reactants [Cl:1][C:2]1[CH:3]=[C:4]([CH:6]=[CH:7][C:8]=1[F:9])[NH2:5].[CH3:10][O:11][C:12]1[CH:13]=[C:14]([CH:17]=[CH:18][C:19]=1[O:20][CH3:21])[CH:15]=O.C(O)(=O)C.C([BH3-])#N.[Na+], predict the reaction product. The product is: [Cl:1][C:2]1[CH:3]=[C:4]([NH:5][CH2:15][C:14]2[CH:17]=[CH:18][C:19]([O:20][CH3:21])=[C:12]([O:11][CH3:10])[CH:13]=2)[CH:6]=[CH:7][C:8]=1[F:9]. (3) Given the reactants [C:1]([C:4]1[CH:9]=[C:8]([N:10]([CH2:16][C:17]2[CH:22]=[CH:21][CH:20]=[CH:19][CH:18]=2)[CH2:11][CH:12]2[CH2:14][CH:13]2[CH3:15])[N:7]=[C:6]([N:23]([CH3:30])[S:24]([CH:27]([CH3:29])[CH3:28])(=[O:26])=[O:25])[CH:5]=1)(=[O:3])[CH3:2].C[Si]([N-][Si](C)(C)C)(C)C.[Li+].[CH2:41]([C@:48]([NH:52][C:53](=[O:59])[O:54][C:55]([CH3:58])([CH3:57])[CH3:56])([CH3:51])[CH:49]=O)[C:42]1[CH:47]=[CH:46][CH:45]=[CH:44][CH:43]=1, predict the reaction product. The product is: [CH2:41]([C@:48]([NH:52][C:53](=[O:59])[O:54][C:55]([CH3:58])([CH3:57])[CH3:56])([CH3:51])/[CH:49]=[CH:2]/[C:1]([C:4]1[CH:5]=[C:6]([N:23]([S:24]([CH:27]([CH3:29])[CH3:28])(=[O:25])=[O:26])[CH3:30])[N:7]=[C:8]([N:10]([CH2:16][C:17]2[CH:18]=[CH:19][CH:20]=[CH:21][CH:22]=2)[CH2:11][CH:12]2[CH2:14][CH:13]2[CH3:15])[CH:9]=1)=[O:3])[C:42]1[CH:47]=[CH:46][CH:45]=[CH:44][CH:43]=1. (4) Given the reactants [Cl:1][C:2]1[C:7]2[C:8]([CH2:11][O:12][C:13]3[CH:21]=[CH:20][CH:19]=[C:18]4[C:14]=3[CH:15]=[C:16]([C:22]([OH:24])=O)[NH:17]4)=[CH:9][O:10][C:6]=2[CH:5]=[CH:4][CH:3]=1.[ClH:25].Cl.Cl.[C@H:28]1([CH2:38][N:39]2[CH2:44][CH2:43][CH:42]([NH2:45])[CH2:41][CH2:40]2)[C@@H:37]2[N:32]([CH2:33][CH2:34][CH2:35][CH2:36]2)[CH2:31][CH2:30][CH2:29]1, predict the reaction product. The product is: [ClH:1].[ClH:25].[C@H:28]1([CH2:38][N:39]2[CH2:44][CH2:43][CH:42]([NH:45][C:22]([C:16]3[NH:17][C:18]4[C:14]([CH:15]=3)=[C:13]([O:12][CH2:11][C:8]3[C:7]5[C:2]([Cl:1])=[CH:3][CH:4]=[CH:5][C:6]=5[O:10][CH:9]=3)[CH:21]=[CH:20][CH:19]=4)=[O:24])[CH2:41][CH2:40]2)[C@@H:37]2[N:32]([CH2:33][CH2:34][CH2:35][CH2:36]2)[CH2:31][CH2:30][CH2:29]1. (5) Given the reactants [NH2:1][C:2]1[CH:10]=[CH:9][C:8]([N:11]([CH3:13])[CH3:12])=[CH:7][C:3]=1[C:4]([OH:6])=[O:5].O.[O:15]=[C:16](Cl)OC(Cl)(Cl)Cl, predict the reaction product. The product is: [CH3:12][N:11]([CH3:13])[C:8]1[CH:7]=[C:3]2[C:4]([O:6][C:16](=[O:15])[NH:1][C:2]2=[CH:10][CH:9]=1)=[O:5]. (6) Given the reactants [F:1][C:2]([F:17])([F:16])[C:3]1[CH:12]=[C:11]([C:13]([OH:15])=O)[C:10]2[C:5](=[CH:6][CH:7]=[CH:8][CH:9]=2)[N:4]=1.C1C=CC2N(O)N=NC=2C=1.C1CCC(N=C=NC2CCCCC2)CC1.[NH2:43][CH:44]([C:55]1[CH:60]=[CH:59][CH:58]=[CH:57][CH:56]=1)[C:45]1([N:50]([CH2:53][CH3:54])[CH2:51][CH3:52])[CH2:49][CH2:48][CH2:47][CH2:46]1, predict the reaction product. The product is: [NH3:4].[CH2:53]([N:50]([CH2:51][CH3:52])[C:45]1([CH:44]([C:55]2[CH:56]=[CH:57][CH:58]=[CH:59][CH:60]=2)[NH:43][C:13]([C:11]2[C:10]3[C:5](=[CH:6][CH:7]=[CH:8][CH:9]=3)[N:4]=[C:3]([C:2]([F:1])([F:17])[F:16])[CH:12]=2)=[O:15])[CH2:49][CH2:48][CH2:47][CH2:46]1)[CH3:54]. (7) Given the reactants [NH:1]1[C:9]2[CH:8]=[CH:7][CH:6]=[C:5]([C:10]([O:12]C)=[O:11])[C:4]=2[CH:3]=[CH:2]1.Cl[CH2:15][C:16]1[CH:17]=[C:18]([CH:54]=[CH:55][CH:56]=1)[C:19]([NH:21][C:22]1[CH:27]=[CH:26][C:25]([N:28]2[CH2:33][CH2:32][CH2:31][CH2:30][CH2:29]2)=[CH:24][C:23]=1[C:34]1[CH:35]=[C:36]([CH:51]=[CH:52][N:53]=1)[C:37]([NH:39][CH2:40][C:41]1[CH:46]=[CH:45][CH:44]=[C:43]([C:47]([F:50])([F:49])[F:48])[CH:42]=1)=[O:38])=[O:20].C(=O)([O-])[O-].[K+].[K+], predict the reaction product. The product is: [N:28]1([C:25]2[CH:26]=[CH:27][C:22]([NH:21][C:19]([C:18]3[CH:17]=[C:16]([CH:56]=[CH:55][CH:54]=3)[CH2:15][N:1]3[C:9]4[CH:8]=[CH:7][CH:6]=[C:5]([C:10]([OH:12])=[O:11])[C:4]=4[CH:3]=[CH:2]3)=[O:20])=[C:23]([C:34]3[CH:35]=[C:36]([C:37](=[O:38])[NH:39][CH2:40][C:41]4[CH:46]=[CH:45][CH:44]=[C:43]([C:47]([F:48])([F:49])[F:50])[CH:42]=4)[CH:51]=[CH:52][N:53]=3)[CH:24]=2)[CH2:33][CH2:32][CH2:31][CH2:30][CH2:29]1. (8) The product is: [CH2:13]([C:17]1[N:18]=[C:19]([CH3:50])[N:20]([CH2:39][C:40]2[CH:45]=[CH:44][C:43]([C:46]([CH3:49])([CH3:48])[CH3:47])=[CH:42][CH:41]=2)[C:21](=[O:38])[C:22]=1[CH2:23][C:24]1[CH:29]=[CH:28][C:27]([C:30]2[CH:35]=[CH:34][CH:33]=[CH:32][C:31]=2[C:36]2[NH:3][C:4](=[O:7])[O:5][N:37]=2)=[CH:26][CH:25]=1)[CH2:14][CH2:15][CH3:16]. Given the reactants [Cl-].O[NH3+:3].[C:4](=[O:7])([O-])[OH:5].[Na+].CS(C)=O.[CH2:13]([C:17]1[N:18]=[C:19]([CH3:50])[N:20]([CH2:39][C:40]2[CH:45]=[CH:44][C:43]([C:46]([CH3:49])([CH3:48])[CH3:47])=[CH:42][CH:41]=2)[C:21](=[O:38])[C:22]=1[CH2:23][C:24]1[CH:29]=[CH:28][C:27]([C:30]2[C:31]([C:36]#[N:37])=[CH:32][CH:33]=[CH:34][CH:35]=2)=[CH:26][CH:25]=1)[CH2:14][CH2:15][CH3:16], predict the reaction product. (9) Given the reactants Br[C:2]1[CH:11]=[CH:10][CH:9]=[C:8]2[C:3]=1[CH:4]=[CH:5][C:6](Cl)=[N:7]2.[CH3:13][O:14][C:15]1[CH:22]=[CH:21][CH:20]=[CH:19][C:16]=1[CH2:17][NH2:18].[CH3:23][NH:24][CH2:25][C:26]1[CH:27]=[N:28][CH:29]=[CH:30][CH:31]=1, predict the reaction product. The product is: [CH3:13][O:14][C:15]1[CH:22]=[CH:21][CH:20]=[CH:19][C:16]=1[CH2:17][NH:18][C:6]1[CH:5]=[CH:4][C:3]2[C:2]([N:24]([CH3:23])[CH2:25][C:26]3[CH:27]=[N:28][CH:29]=[CH:30][CH:31]=3)=[CH:11][CH:10]=[CH:9][C:8]=2[N:7]=1. (10) The product is: [Br:8][C:4]1[N:3]=[C:2]([C:17](=[O:18])[CH2:16][O:15][CH3:14])[CH:7]=[CH:6][CH:5]=1. Given the reactants Br[C:2]1[CH:7]=[CH:6][CH:5]=[C:4]([Br:8])[N:3]=1.C([Mg]Cl)(C)C.[CH3:14][O:15][CH2:16][C:17](N(C)C)=[O:18].C(O)(=O)CC(CC(O)=O)(C(O)=O)O.[OH-].[Na+].[Na+].[Cl-], predict the reaction product.